From a dataset of Catalyst prediction with 721,799 reactions and 888 catalyst types from USPTO. Predict which catalyst facilitates the given reaction. (1) Reactant: ClCCl.[CH3:4][C:5]1([CH3:38])[C:17]2[NH:16][C:15]3[C:10](=[CH:11][CH:12]=[C:13]([C:18]#[N:19])[CH:14]=3)[C:9]=2[C:8](=[O:20])[C:7]2[CH:21]=[CH:22][C:23]([O:25][CH:26]3[CH2:31][O:30]C(C4C=CC=CC=4)[O:28][CH2:27]3)=[CH:24][C:6]1=2. Product: [OH:30][CH2:31][CH:26]([CH2:27][OH:28])[O:25][C:23]1[CH:22]=[CH:21][C:7]2[C:8](=[O:20])[C:9]3[C:10]4[C:15](=[CH:14][C:13]([C:18]#[N:19])=[CH:12][CH:11]=4)[NH:16][C:17]=3[C:5]([CH3:4])([CH3:38])[C:6]=2[CH:24]=1. The catalyst class is: 6. (2) Reactant: [ClH:1].[CH3:2][N:3]([CH3:23])[CH2:4][CH2:5][O:6][C:7]1[CH:8]=[C:9]2[C:13](=[CH:14][CH:15]=1)[CH2:12][N:11](C(OC(C)(C)C)=O)[CH2:10]2. Product: [ClH:1].[CH2:12]1[C:13]2[C:9](=[CH:8][C:7]([O:6][CH2:5][CH2:4][N:3]([CH3:23])[CH3:2])=[CH:15][CH:14]=2)[CH2:10][NH:11]1. The catalyst class is: 12.